Dataset: NCI-60 drug combinations with 297,098 pairs across 59 cell lines. Task: Regression. Given two drug SMILES strings and cell line genomic features, predict the synergy score measuring deviation from expected non-interaction effect. (1) Cell line: T-47D. Synergy scores: CSS=6.96, Synergy_ZIP=2.84, Synergy_Bliss=8.25, Synergy_Loewe=2.90, Synergy_HSA=2.84. Drug 2: CCC1(CC2CC(C3=C(CCN(C2)C1)C4=CC=CC=C4N3)(C5=C(C=C6C(=C5)C78CCN9C7C(C=CC9)(C(C(C8N6C)(C(=O)OC)O)OC(=O)C)CC)OC)C(=O)OC)O.OS(=O)(=O)O. Drug 1: CS(=O)(=O)CCNCC1=CC=C(O1)C2=CC3=C(C=C2)N=CN=C3NC4=CC(=C(C=C4)OCC5=CC(=CC=C5)F)Cl. (2) Drug 1: CCC(=C(C1=CC=CC=C1)C2=CC=C(C=C2)OCCN(C)C)C3=CC=CC=C3.C(C(=O)O)C(CC(=O)O)(C(=O)O)O. Drug 2: COC1=C2C(=CC3=C1OC=C3)C=CC(=O)O2. Cell line: HS 578T. Synergy scores: CSS=0.792, Synergy_ZIP=-0.00653, Synergy_Bliss=-2.32, Synergy_Loewe=-5.59, Synergy_HSA=-4.34. (3) Synergy scores: CSS=28.4, Synergy_ZIP=-10.7, Synergy_Bliss=-3.83, Synergy_Loewe=-19.3, Synergy_HSA=-2.39. Drug 2: C1CC(C1)(C(=O)O)C(=O)O.[NH2-].[NH2-].[Pt+2]. Drug 1: CC1C(C(CC(O1)OC2CC(CC3=C2C(=C4C(=C3O)C(=O)C5=C(C4=O)C(=CC=C5)OC)O)(C(=O)C)O)N)O.Cl. Cell line: OVCAR-8. (4) Drug 2: CC1C(C(CC(O1)OC2CC(CC3=C2C(=C4C(=C3O)C(=O)C5=C(C4=O)C(=CC=C5)OC)O)(C(=O)C)O)N)O.Cl. Drug 1: CNC(=O)C1=CC=CC=C1SC2=CC3=C(C=C2)C(=NN3)C=CC4=CC=CC=N4. Synergy scores: CSS=23.0, Synergy_ZIP=-6.30, Synergy_Bliss=1.82, Synergy_Loewe=-10.1, Synergy_HSA=-1.03. Cell line: SF-268. (5) Drug 1: C1CCN(CC1)CCOC2=CC=C(C=C2)C(=O)C3=C(SC4=C3C=CC(=C4)O)C5=CC=C(C=C5)O. Drug 2: CN(C)C1=NC(=NC(=N1)N(C)C)N(C)C. Cell line: SK-MEL-5. Synergy scores: CSS=-9.53, Synergy_ZIP=6.92, Synergy_Bliss=5.45, Synergy_Loewe=-5.44, Synergy_HSA=-5.84. (6) Drug 1: C1CCC(CC1)NC(=O)N(CCCl)N=O. Drug 2: CCC1(CC2CC(C3=C(CCN(C2)C1)C4=CC=CC=C4N3)(C5=C(C=C6C(=C5)C78CCN9C7C(C=CC9)(C(C(C8N6C=O)(C(=O)OC)O)OC(=O)C)CC)OC)C(=O)OC)O.OS(=O)(=O)O. Cell line: MDA-MB-231. Synergy scores: CSS=25.2, Synergy_ZIP=5.00, Synergy_Bliss=12.3, Synergy_Loewe=3.63, Synergy_HSA=12.2. (7) Drug 2: C(=O)(N)NO. Cell line: A549. Drug 1: COC1=C(C=C2C(=C1)N=CN=C2NC3=CC(=C(C=C3)F)Cl)OCCCN4CCOCC4. Synergy scores: CSS=23.2, Synergy_ZIP=-2.27, Synergy_Bliss=-1.55, Synergy_Loewe=-13.3, Synergy_HSA=-0.168. (8) Drug 1: CC12CCC3C(C1CCC2=O)CC(=C)C4=CC(=O)C=CC34C. Drug 2: CC(C)(C#N)C1=CC(=CC(=C1)CN2C=NC=N2)C(C)(C)C#N. Cell line: OVCAR-8. Synergy scores: CSS=49.0, Synergy_ZIP=-0.266, Synergy_Bliss=-2.90, Synergy_Loewe=-1.10, Synergy_HSA=-1.89.